Dataset: Catalyst prediction with 721,799 reactions and 888 catalyst types from USPTO. Task: Predict which catalyst facilitates the given reaction. (1) Reactant: Cl[C:2]1C=CC=C(C(OO)=O)[CH:3]=1.[CH2:12]([N:14]([C:30]1[CH:35]=[CH:34][C:33]([C:36]([F:39])([F:38])[F:37])=[CH:32][N:31]=1)[C:15](=[O:29])[C:16]1[CH:21]=[CH:20][C:19]([C:22]([F:25])([F:24])[F:23])=[CH:18][C:17]=1SCC)[CH3:13].C(=O)(O)[O-].[Na+].[S:45]([O-:49])([O-])(=[O:47])=S.[Na+].[Na+]. Product: [CH2:12]([N:14]([C:30]1[CH:35]=[CH:34][C:33]([C:36]([F:38])([F:37])[F:39])=[CH:32][N:31]=1)[C:15](=[O:29])[C:16]1[CH:17]=[CH:18][C:19]([C:22]([F:23])([F:24])[F:25])=[CH:20][C:21]=1[S:45]([CH2:2][CH3:3])(=[O:49])=[O:47])[CH3:13]. The catalyst class is: 22. (2) Reactant: [Cl:1][C:2]1[CH:10]=[C:9]([C:11]#[C:12][CH2:13][CH2:14][O:15][CH3:16])[C:5]2[O:6][CH2:7][O:8][C:4]=2[C:3]=1[NH:17][C:18]1[C:27]2[C:22](=[CH:23][C:24]([O:30][CH2:31][CH2:32][CH2:33]Cl)=[C:25]([O:28][CH3:29])[CH:26]=2)[N:21]=[CH:20][N:19]=1.[C:35]([N:38]1[CH2:43][CH2:42][NH:41][CH2:40][CH2:39]1)(=[O:37])[CH3:36]. Product: [C:35]([N:38]1[CH2:43][CH2:42][N:41]([CH2:33][CH2:32][CH2:31][O:30][C:24]2[CH:23]=[C:22]3[C:27]([C:18]([NH:17][C:3]4[C:4]5[O:8][CH2:7][O:6][C:5]=5[C:9]([C:11]#[C:12][CH2:13][CH2:14][O:15][CH3:16])=[CH:10][C:2]=4[Cl:1])=[N:19][CH:20]=[N:21]3)=[CH:26][C:25]=2[O:28][CH3:29])[CH2:40][CH2:39]1)(=[O:37])[CH3:36]. The catalyst class is: 141. (3) Reactant: Cl.C(OCC)(=O)C.[CH3:8][C:9]1[CH:14]=[C:13]([CH3:15])[CH:12]=[CH:11][C:10]=1[C:16]1[C:17]2[N:18]([C:22]([NH:27]C(=O)OC(C)(C)C)=[C:23]([CH2:25][CH3:26])[N:24]=2)[N:19]=[CH:20][CH:21]=1.[OH-].[Na+]. Product: [CH3:8][C:9]1[CH:14]=[C:13]([CH3:15])[CH:12]=[CH:11][C:10]=1[C:16]1[C:17]2[N:18]([C:22]([NH2:27])=[C:23]([CH2:25][CH3:26])[N:24]=2)[N:19]=[CH:20][CH:21]=1. The catalyst class is: 13. (4) Reactant: [CH2:1]([N:3]1[C:7]2=[N:8][C:9]([OH:21])=[C:10]([C:19]#[N:20])[C:11]([C:12]3[CH:13]=[N:14][CH:15]=[C:16]([CH3:18])[CH:17]=3)=[C:6]2[CH:5]=[N:4]1)[CH3:2].CCN(CC)CC.[F:29][C:30]([F:43])([F:42])[S:31](O[S:31]([C:30]([F:43])([F:42])[F:29])(=[O:33])=[O:32])(=[O:33])=[O:32]. Product: [F:29][C:30]([F:43])([F:42])[S:31]([O:21][C:9]1[N:8]=[C:7]2[N:3]([CH2:1][CH3:2])[N:4]=[CH:5][C:6]2=[C:11]([C:12]2[CH:13]=[N:14][CH:15]=[C:16]([CH3:18])[CH:17]=2)[C:10]=1[C:19]#[N:20])(=[O:33])=[O:32]. The catalyst class is: 2. (5) Reactant: Br[C:2]1[CH:10]=[C:9]([C:11]([F:14])([F:13])[F:12])[CH:8]=[C:7]2[C:3]=1[CH:4]=[N:5][NH:6]2.[CH3:15][N:16]([CH3:32])[C:17]1[N:22]=[CH:21][C:20](B2OC(C)(C)C(C)(C)O2)=[CH:19][N:18]=1.[C:33]([O-:36])(O)=[O:34].[Na+]. Product: [C:33]([OH:36])([C:11]([F:14])([F:13])[F:12])=[O:34].[CH3:15][N:16]([CH3:32])[C:17]1[N:22]=[CH:21][C:20]([C:2]2[CH:10]=[C:9]([C:11]([F:14])([F:13])[F:12])[CH:8]=[C:7]3[C:3]=2[CH:4]=[N:5][NH:6]3)=[CH:19][N:18]=1. The catalyst class is: 75. (6) Reactant: C([O:4][C@@H:5]1[C@H:9]([O:10][CH2:11][C:12]2[CH:17]=[CH:16][CH:15]=[CH:14][CH:13]=2)[C@@:8]([CH2:27][O:28]C(=O)C)([CH2:18][O:19][CH2:20][C:21]2[CH:26]=[CH:25][CH:24]=[CH:23][CH:22]=2)[O:7][C@H:6]1[N:32]1[CH:40]=[N:39][C:38]2[C:33]1=[N:34][CH:35]=[N:36][C:37]=2[NH:41][C:42](=[O:49])[C:43]1[CH:48]=[CH:47][CH:46]=[CH:45][CH:44]=1)(=O)C.C[O-].[Na+].Cl. Product: [CH2:11]([O:10][C@@H:9]1[C@@:8]([CH2:27][OH:28])([CH2:18][O:19][CH2:20][C:21]2[CH:22]=[CH:23][CH:24]=[CH:25][CH:26]=2)[O:7][C@@H:6]([N:32]2[CH:40]=[N:39][C:38]3[C:33]2=[N:34][CH:35]=[N:36][C:37]=3[NH:41][C:42](=[O:49])[C:43]2[CH:44]=[CH:45][CH:46]=[CH:47][CH:48]=2)[C@@H:5]1[OH:4])[C:12]1[CH:13]=[CH:14][CH:15]=[CH:16][CH:17]=1. The catalyst class is: 5. (7) Reactant: [O:1]=[C:2]1[CH2:7][O:6][C:5]2[N:8]=[C:9]([C:18]3[CH:23]=[CH:22][C:21]([C:24]4([NH:28][C:29](=[O:35])[O:30][C:31]([CH3:34])([CH3:33])[CH3:32])[CH2:27][CH2:26][CH2:25]4)=[CH:20][CH:19]=3)[C:10]([C:12]3[CH:17]=[CH:16][CH:15]=[CH:14][CH:13]=3)=[CH:11][C:4]=2[NH:3]1.Br[CH:37]1[CH2:39][CH2:38]1.C(=O)([O-])[O-].[K+].[K+]. Product: [CH2:39]([N:3]1[C:2](=[O:1])[CH2:7][O:6][C:5]2[N:8]=[C:9]([C:18]3[CH:23]=[CH:22][C:21]([C:24]4([NH:28][C:29](=[O:35])[O:30][C:31]([CH3:32])([CH3:34])[CH3:33])[CH2:25][CH2:26][CH2:27]4)=[CH:20][CH:19]=3)[C:10]([C:12]3[CH:13]=[CH:14][CH:15]=[CH:16][CH:17]=3)=[CH:11][C:4]1=2)[CH:37]=[CH2:38]. The catalyst class is: 3.